This data is from Full USPTO retrosynthesis dataset with 1.9M reactions from patents (1976-2016). The task is: Predict the reactants needed to synthesize the given product. (1) Given the product [C:1]([O:5][C:6]([N:8]1[CH2:9][CH2:10][CH:11]([C:14]2[S:15][CH:16]=[C:17]([C:19](=[O:21])[NH:62][C:59]3[CH:60]=[CH:61][C:56]([N:51]4[CH:55]=[N:54][N:53]=[N:52]4)=[CH:57][CH:58]=3)[N:18]=2)[CH2:12][CH2:13]1)=[O:7])([CH3:3])([CH3:4])[CH3:2], predict the reactants needed to synthesize it. The reactants are: [C:1]([O:5][C:6]([N:8]1[CH2:13][CH2:12][CH:11]([C:14]2[S:15][CH:16]=[C:17]([C:19]([OH:21])=O)[N:18]=2)[CH2:10][CH2:9]1)=[O:7])([CH3:4])([CH3:3])[CH3:2].C(N(CC)CC)C.F[B-](F)(F)F.N1(OC(N(C)C)=[N+](C)C)C2C=CC=CC=2N=N1.[N:51]1([C:56]2[CH:61]=[CH:60][C:59]([NH2:62])=[CH:58][CH:57]=2)[CH:55]=[N:54][N:53]=[N:52]1. (2) Given the product [ClH:68].[NH2:52][CH2:51][C@H:48]1[CH2:49][CH2:50][C@H:45]([C:43]([NH:42][C@H:17]([C:16]([NH:15][C:12]2[CH:11]=[CH:10][C:9]([C:7]3[NH:6][N:5]=[C:4]([C:3]([F:61])([F:62])[C:2]([F:67])([F:1])[C:63]([F:64])([F:65])[F:66])[N:8]=3)=[CH:14][CH:13]=2)=[O:60])[CH2:18][C:19]2[CH:20]=[CH:21][C:22]([C:25]3[CH:30]=[CH:29][C:28]([C:31]([NH:32][CH:33]4[CH2:38][CH2:37][CH2:36][NH:35][C:34]4=[O:39])=[O:40])=[CH:27][C:26]=3[CH3:41])=[CH:23][CH:24]=2)=[O:44])[CH2:46][CH2:47]1, predict the reactants needed to synthesize it. The reactants are: [F:1][C:2]([F:67])([C:63]([F:66])([F:65])[F:64])[C:3]([F:62])([F:61])[C:4]1[N:8]=[C:7]([C:9]2[CH:14]=[CH:13][C:12]([NH:15][C:16](=[O:60])[C@@H:17]([NH:42][C:43]([C@H:45]3[CH2:50][CH2:49][C@H:48]([CH2:51][NH:52]C(=O)OC(C)(C)C)[CH2:47][CH2:46]3)=[O:44])[CH2:18][C:19]3[CH:24]=[CH:23][C:22]([C:25]4[CH:30]=[CH:29][C:28]([C:31](=[O:40])[NH:32][CH:33]5[CH2:38][CH2:37][CH2:36][NH:35][C:34]5=[O:39])=[CH:27][C:26]=4[CH3:41])=[CH:21][CH:20]=3)=[CH:11][CH:10]=2)[NH:6][N:5]=1.[ClH:68].